From a dataset of Full USPTO retrosynthesis dataset with 1.9M reactions from patents (1976-2016). Predict the reactants needed to synthesize the given product. (1) Given the product [O:46]1[CH:47]=[CH:48][C:44]([NH:43][C:6](=[O:8])[C:5]2[CH:9]=[CH:10][C:2]([CH3:1])=[C:3]([N:11]3[CH:20]=[CH:19][C:18]4[C:13](=[CH:14][C:15]([O:21][CH2:22][CH2:23][N:24]5[CH2:29][CH2:28][O:27][CH2:26][CH2:25]5)=[CH:16][CH:17]=4)[C:12]3=[O:30])[CH:4]=2)=[N:45]1, predict the reactants needed to synthesize it. The reactants are: [CH3:1][C:2]1[CH:10]=[CH:9][C:5]([C:6]([OH:8])=O)=[CH:4][C:3]=1[N:11]1[CH:20]=[CH:19][C:18]2[C:13](=[CH:14][C:15]([O:21][CH2:22][CH2:23][N:24]3[CH2:29][CH2:28][O:27][CH2:26][CH2:25]3)=[CH:16][CH:17]=2)[C:12]1=[O:30].C(Cl)(=O)C(Cl)=O.N1C=CC=CC=1.[NH2:43][C:44]1[CH:48]=[CH:47][O:46][N:45]=1. (2) Given the product [ClH:25].[Br:24][C:15]1[CH:14]=[C:13]([CH:18]=[CH:17][C:16]=1[O:19][CH2:20][CH2:21][CH2:22][F:23])[CH2:12][NH:6][C:7]([NH2:9])=[NH:8], predict the reactants needed to synthesize it. The reactants are: C(O[N:6]([CH2:12][C:13]1[CH:18]=[CH:17][C:16]([O:19][CH2:20][CH2:21][CH2:22][F:23])=[C:15]([Br:24])[CH:14]=1)[C:7]([N:9]=C=O)=[NH:8])(C)(C)C.[ClH:25]. (3) The reactants are: [CH2:1]([C:3]1[CH:4]=[C:5]([C:11]2[CH:12]=[C:13]3[C:17](=[CH:18][CH:19]=2)[C:16](=[O:20])[CH:15]([CH2:21][C:22]([NH:24][CH2:25][C:26]2[CH:31]=[CH:30][CH:29]=[CH:28][N:27]=2)=[O:23])[CH2:14]3)[CH:6]=[CH:7][C:8]=1[O:9]C)[CH3:2].B(Br)(Br)Br.CCOC(C)=O.O. Given the product [CH2:1]([C:3]1[CH:4]=[C:5]([C:11]2[CH:12]=[C:13]3[C:17](=[CH:18][CH:19]=2)[C:16](=[O:20])[CH:15]([CH2:21][C:22]([NH:24][CH2:25][C:26]2[CH:31]=[CH:30][CH:29]=[CH:28][N:27]=2)=[O:23])[CH2:14]3)[CH:6]=[CH:7][C:8]=1[OH:9])[CH3:2], predict the reactants needed to synthesize it. (4) Given the product [Cl:44][C:45]1[CH:46]=[CH:47][C:48]([NH:51][CH2:52][C@@H:53]2[CH2:58][CH2:57][C@H:56]([CH3:59])[CH2:55][N:54]2[C:5]([C:4]2[CH:8]=[CH:9][CH:10]=[C:2]([F:1])[C:3]=2[O:11][CH3:12])=[O:7])=[N:49][CH:50]=1, predict the reactants needed to synthesize it. The reactants are: [F:1][C:2]1[C:3]([O:11][CH3:12])=[C:4]([CH:8]=[CH:9][CH:10]=1)[C:5]([OH:7])=O.CCN(C(C)C)C(C)C.CN(C(ON1N=NC2C=CC=CC1=2)=[N+](C)C)C.[B-](F)(F)(F)F.[Cl:44][C:45]1[CH:46]=[CH:47][C:48]([NH:51][CH2:52][C@@H:53]2[CH2:58][CH2:57][C@H:56]([CH3:59])[CH2:55][NH:54]2)=[N:49][CH:50]=1.